This data is from Orexin1 receptor HTS with 218,158 compounds and 233 confirmed actives. The task is: Binary Classification. Given a drug SMILES string, predict its activity (active/inactive) in a high-throughput screening assay against a specified biological target. (1) The molecule is O1C2(C1c1c3c(ccc1)cccc3)C(=O)c1c(C2=O)cccc1. The result is 0 (inactive). (2) The molecule is S=C(NCC(C)C)Nc1ccc(Oc2ccccc2)cc1. The result is 0 (inactive). (3) The drug is O1CCN(CC1)c1nc(N2CCOCC2)nc(NN\C=C2\C(O)=CC(=O)C=C2)c1. The result is 0 (inactive). (4) The compound is Brc1c(C2=Nn3c(nnc3SC2)c2cc(ccc2)C)cccc1. The result is 0 (inactive). (5) The compound is S(CC(=O)c1c(n(CCC)c(=O)[nH]c1=O)N)c1sc2c(n1)cccc2. The result is 0 (inactive). (6) The molecule is s1c(C(=O)N2CCN(CC2)c2c(OC)cccc2)c(c2c(=O)n(CC(=O)N3CCC(CC3)C)cnc12)C. The result is 0 (inactive).